Predict the product of the given reaction. From a dataset of Forward reaction prediction with 1.9M reactions from USPTO patents (1976-2016). (1) Given the reactants [O:1]=[C:2]1[N:6](C(OC(C)(C)C)=O)[C:5]2=[CH:14][S:15][C:16]([C:17]3[S:18][C:19]([C:26]4[S:27][CH:28]=[C:29]5[C:33]=4[NH:32][C:31](=[O:34])[N:30]5C(OC(C)(C)C)=O)=[C:20]4[O:25][CH2:24][CH2:23][O:22][C:21]=34)=[C:4]2[NH:3]1.FC(F)(F)C(O)=O.C(=O)([O-])[O-].[Na+].[Na+], predict the reaction product. The product is: [O:1]=[C:2]1[NH:6][C:5]2=[CH:14][S:15][C:16]([C:17]3[S:18][C:19]([C:26]4[S:27][CH:28]=[C:29]5[C:33]=4[NH:32][C:31](=[O:34])[NH:30]5)=[C:20]4[O:25][CH2:24][CH2:23][O:22][C:21]=34)=[C:4]2[NH:3]1. (2) The product is: [I:1][C:2]1[C:10]2[C:5](=[N:6][CH:7]=[N:8][C:9]=2[NH2:11])[N:4]([CH:12]2[CH2:17][CH2:16][N:15]([CH3:20])[CH2:14][CH2:13]2)[N:3]=1. Given the reactants [I:1][C:2]1[C:10]2[C:5](=[N:6][CH:7]=[N:8][C:9]=2[NH2:11])[N:4]([CH:12]2[CH2:17][CH2:16][NH:15][CH2:14][CH2:13]2)[N:3]=1.C=O.[C:20](O[BH-](OC(=O)C)OC(=O)C)(=O)C.[Na+].C(=O)(O)[O-].[Na+].[OH-].[Na+], predict the reaction product. (3) The product is: [CH3:15][N:6]([CH3:7])[C:11](=[O:1])[CH2:12][O:21][CH2:20][CH2:19][OH:22]. Given the reactants [OH-:1].C([N+:6]([CH2:15]CCC)([CH2:11][CH2:12]CC)[CH2:7]CCC)CCC.[CH2:19]([OH:22])[CH2:20][OH:21], predict the reaction product. (4) Given the reactants C(N[S:9]([CH2:12][C@:13]12[C:19]([CH3:21])([CH3:20])[C@H:16]([CH2:17][CH2:18]1)[CH2:15][C@H:14]2[N:22]1[CH2:27][CH2:26][O:25][CH2:24][CH2:23]1)(=O)=O)C1C=CC=CC=1.[H-].[CH3:39][O:38][CH2:37][CH2:36]O[Al+]O[CH2:36][CH2:37][O:38][CH3:39].[Na+].[H-].[OH-].[Na+].[O-]S([O-])(=O)=O.[Na+].[Na+], predict the reaction product. The product is: [CH3:21][C:19]1([CH3:20])[C@@H:16]2[CH2:17][CH2:18][C@@:13]1([CH2:12][S:9][S:9][CH2:12][C:13]13[C:19]([CH3:20])([CH3:21])[CH:16]([CH2:17][CH2:18]1)[CH2:15][CH:14]3[N:22]1[CH2:36][CH2:37][O:38][CH2:39][CH2:23]1)[C@H:14]([N:22]1[CH2:27][CH2:26][O:25][CH2:24][CH2:23]1)[CH2:15]2.